From a dataset of Catalyst prediction with 721,799 reactions and 888 catalyst types from USPTO. Predict which catalyst facilitates the given reaction. (1) Reactant: Cl.[NH:2]([C:6]1[CH:14]=[CH:13][C:9]([C:10](Cl)=[O:11])=[CH:8][CH:7]=1)[C:3]([NH2:5])=[NH:4].[C:15]([O:19][C:20](=[O:41])[CH2:21][C@@:22]1([C:34]([O:36][C:37]([CH3:40])([CH3:39])[CH3:38])=[O:35])[O:26][N:25]=[C:24]([C:27]2[CH:32]=[CH:31][CH:30]=[C:29]([OH:33])[CH:28]=2)[CH2:23]1)([CH3:18])([CH3:17])[CH3:16].N1C=CC=CC=1.CC(N(C)C)=O. Product: [C:15]([O:19][C:20](=[O:41])[CH2:21][C@@:22]1([C:34]([O:36][C:37]([CH3:40])([CH3:39])[CH3:38])=[O:35])[O:26][N:25]=[C:24]([C:27]2[CH:32]=[CH:31][CH:30]=[C:29]([O:33][C:10](=[O:11])[C:9]3[CH:8]=[CH:7][C:6]([NH:2][C:3]([NH2:5])=[NH:4])=[CH:14][CH:13]=3)[CH:28]=2)[CH2:23]1)([CH3:17])([CH3:18])[CH3:16]. The catalyst class is: 6. (2) Reactant: [Cl:1][C:2]1[CH:7]=[CH:6][C:5]([CH2:8]Cl)=[CH:4][N:3]=1.[NH2:10][C:11]1[CH:16]=[CH:15][CH:14]=[CH:13][N:12]=1. Product: [ClH:1].[Cl:1][C:2]1[N:3]=[CH:4][C:5]([CH2:8][N:12]2[CH:13]=[CH:14][CH:15]=[CH:16][C:11]2=[NH:10])=[CH:6][CH:7]=1. The catalyst class is: 3. (3) Reactant: Br[C:2]1[CH:3]=[CH:4][C:5]2[S:9](=[O:11])(=[O:10])[N:8]([CH2:12][CH:13]([NH:18][C:19](=[O:25])[O:20][C:21]([CH3:24])([CH3:23])[CH3:22])[C:14]([NH:16][CH3:17])=[O:15])[CH:7]([CH3:26])[C:6]=2[CH:27]=1.[F:28][C:29]1[CH:37]=[C:36]2[C:32]([C:33](B3OC(C)(C)C(C)(C)O3)=[CH:34][N:35]2[C:38]([O:40][C:41]([CH3:44])([CH3:43])[CH3:42])=[O:39])=[CH:31][CH:30]=1.[O-]P([O-])([O-])=O.[K+].[K+].[K+]. Product: [C:21]([O:20][C:19]([NH:18][CH:13]([C:14]([NH:16][CH3:17])=[O:15])[CH2:12][N:8]1[CH:7]([CH3:26])[C:6]2[CH:27]=[C:2]([C:33]3[C:32]4[C:36](=[CH:37][C:29]([F:28])=[CH:30][CH:31]=4)[N:35]([C:38]([O:40][C:41]([CH3:44])([CH3:43])[CH3:42])=[O:39])[CH:34]=3)[CH:3]=[CH:4][C:5]=2[S:9]1(=[O:11])=[O:10])=[O:25])([CH3:24])([CH3:23])[CH3:22]. The catalyst class is: 117. (4) Reactant: [S:1]([CH2:5][CH2:6][OH:7])([O-:4])(=[O:3])=[O:2].[Na+:8].[CH:9]1([C:15](O)=[O:16])[CH2:14][CH2:13][CH2:12][CH2:11][CH2:10]1.S(C1C=CC(C)=CC=1)(O)(=O)=O. Product: [CH:9]1([C:15]([O:7][CH2:6][CH2:5][S:1]([O-:4])(=[O:3])=[O:2])=[O:16])[CH2:14][CH2:13][CH2:12][CH2:11][CH2:10]1.[Na+:8]. The catalyst class is: 27.